From a dataset of Full USPTO retrosynthesis dataset with 1.9M reactions from patents (1976-2016). Predict the reactants needed to synthesize the given product. Given the product [Br:11][C:12]1[C:13]([O:30][CH3:31])=[N:14][CH:15]=[C:16]([CH2:28][O:8][CH2:7][C:4]2[CH:5]=[CH:6][N:1]=[CH:2][CH:3]=2)[C:17]=1[O:18][C:19]1[CH:20]=[C:21]([CH:24]=[C:25]([Cl:27])[CH:26]=1)[C:22]#[N:23], predict the reactants needed to synthesize it. The reactants are: [N:1]1[CH:6]=[CH:5][C:4]([CH2:7][OH:8])=[CH:3][CH:2]=1.[H-].[Na+].[Br:11][C:12]1[C:13]([O:30][CH3:31])=[N:14][CH:15]=[C:16]([CH2:28]Br)[C:17]=1[O:18][C:19]1[CH:20]=[C:21]([CH:24]=[C:25]([Cl:27])[CH:26]=1)[C:22]#[N:23].